The task is: Regression. Given two drug SMILES strings and cell line genomic features, predict the synergy score measuring deviation from expected non-interaction effect.. This data is from NCI-60 drug combinations with 297,098 pairs across 59 cell lines. (1) Drug 1: CC1OCC2C(O1)C(C(C(O2)OC3C4COC(=O)C4C(C5=CC6=C(C=C35)OCO6)C7=CC(=C(C(=C7)OC)O)OC)O)O. Drug 2: C1CN(P(=O)(OC1)NCCCl)CCCl. Cell line: HS 578T. Synergy scores: CSS=11.1, Synergy_ZIP=-6.16, Synergy_Bliss=-2.61, Synergy_Loewe=-20.0, Synergy_HSA=-3.07. (2) Drug 1: C1=CC(=CC=C1CC(C(=O)O)N)N(CCCl)CCCl.Cl. Drug 2: CN(CCCl)CCCl.Cl. Cell line: SF-268. Synergy scores: CSS=15.3, Synergy_ZIP=-5.65, Synergy_Bliss=4.63, Synergy_Loewe=-0.0703, Synergy_HSA=1.94.